Dataset: Full USPTO retrosynthesis dataset with 1.9M reactions from patents (1976-2016). Task: Predict the reactants needed to synthesize the given product. The reactants are: [N:1]1[N:5]2[CH:6]=[C:7](OS(C(F)(F)F)(=O)=O)[CH:8]=[CH:9][C:4]2=[CH:3][CH:2]=1.[C:18]1([C:24]#[CH:25])[CH:23]=[CH:22][CH:21]=[CH:20][CH:19]=1. Given the product [C:18]1([C:24]#[C:25][C:7]2[CH:8]=[CH:9][C:4]3[N:5]([N:1]=[CH:2][CH:3]=3)[CH:6]=2)[CH:23]=[CH:22][CH:21]=[CH:20][CH:19]=1, predict the reactants needed to synthesize it.